Regression. Given two drug SMILES strings and cell line genomic features, predict the synergy score measuring deviation from expected non-interaction effect. From a dataset of NCI-60 drug combinations with 297,098 pairs across 59 cell lines. Drug 1: CC1=C(C(CCC1)(C)C)C=CC(=CC=CC(=CC(=O)O)C)C. Drug 2: C1CN(P(=O)(OC1)NCCCl)CCCl. Cell line: T-47D. Synergy scores: CSS=11.0, Synergy_ZIP=-0.883, Synergy_Bliss=0.944, Synergy_Loewe=0.326, Synergy_HSA=1.47.